From a dataset of Reaction yield outcomes from USPTO patents with 853,638 reactions. Predict the reaction yield, written as a fraction of the theoretical maximum amount of product (1.0 means a 100% yield; for example, 0.34 means a 34% yield). (1) The catalyst is CN(C)C=O. The product is [CH3:39][C:38]1([CH3:40])[CH2:37][C:36]2[C:31](=[CH:32][CH:33]=[C:34]([C:41]([OH:43])=[O:42])[CH:35]=2)[NH:30][CH:29]1[C:25]1[CH:26]=[CH:27][CH:28]=[C:23]([NH:22][C:7]([C:2]2[CH:3]=[CH:4][CH:5]=[CH:6][N:1]=2)=[O:9])[CH:24]=1. The reactants are [N:1]1[CH:6]=[CH:5][CH:4]=[CH:3][C:2]=1[C:7]([OH:9])=O.C(N1C=CN=C1)(N1C=CN=C1)=O.[NH2:22][C:23]1[CH:24]=[C:25]([CH:29]2[C:38]([CH3:40])([CH3:39])[CH2:37][C:36]3[C:31](=[CH:32][CH:33]=[C:34]([C:41]([OH:43])=[O:42])[CH:35]=3)[NH:30]2)[CH:26]=[CH:27][CH:28]=1. The yield is 0.570. (2) The reactants are [CH3:1][C:2]1[CH:3]=[C:4]([CH:6]=[C:7]([C:9]2[S:13][CH:12]=[N:11][CH:10]=2)[CH:8]=1)[NH2:5].Cl[C:15]1[N:20]=[C:19]([CH:21]2[CH2:23][CH2:22]2)[C:18]([F:24])=[CH:17][N:16]=1.CC1(C)C2C(=C(P(C3C=CC=CC=3)C3C=CC=CC=3)C=CC=2)OC2C(P(C3C=CC=CC=3)C3C=CC=CC=3)=CC=CC1=2.C(=O)([O-])[O-].[Cs+].[Cs+]. The catalyst is C([O-])(=O)C.[Pd+2].C([O-])(=O)C. The product is [CH:21]1([C:19]2[C:18]([F:24])=[CH:17][N:16]=[C:15]([NH:5][C:4]3[CH:6]=[C:7]([C:9]4[S:13][CH:12]=[N:11][CH:10]=4)[CH:8]=[C:2]([CH3:1])[CH:3]=3)[N:20]=2)[CH2:23][CH2:22]1. The yield is 0.910. (3) The catalyst is C1COCC1. The yield is 0.720. The product is [Si:5]([O:22][CH2:21][CH2:20][CH2:19][C:15]1[S:14][CH:18]=[CH:17][N:16]=1)([C:2]([CH3:4])([CH3:3])[CH3:1])([CH3:7])[CH3:6]. The reactants are [CH3:1][C:2]([Si:5](Cl)([CH3:7])[CH3:6])([CH3:4])[CH3:3].N1C=CN=C1.[S:14]1[CH:18]=[CH:17][N:16]=[C:15]1[CH2:19][CH2:20][CH2:21][OH:22]. (4) The product is [Br:1][C:2]1[CH:3]=[C:4]2[C:9]([Cl:10])=[C:8]([C:11]([NH2:12])=[O:14])[CH:7]=[N:6][N:5]2[CH:13]=1. The reactants are [Br:1][C:2]1[CH:3]=[C:4]2[C:9]([Cl:10])=[C:8]([C:11]#[N:12])[CH:7]=[N:6][N:5]2[CH:13]=1.[OH:14]S(O)(=O)=O. No catalyst specified. The yield is 0.890. (5) The reactants are [CH3:1][O:2][C:3]1[CH:4]=[C:5]2[C:10](=[CH:11][C:12]=1[O:13][CH3:14])[N:9]=[CH:8][CH:7]=[C:6]2[O:15][C:16]1[C:22]([CH3:23])=[CH:21][C:19]([NH2:20])=[C:18]([CH3:24])[CH:17]=1.[C:25]1([CH3:31])C=CC=C[CH:26]=1.ClC(Cl)([O:35][C:36](=O)[O:37]C(Cl)(Cl)Cl)Cl.C(=O)(O)[O-].[Na+]. The catalyst is C(Cl)Cl.C(O)CC.C(N(CC)CC)C. The product is [CH3:1][O:2][C:3]1[CH:4]=[C:5]2[C:10](=[CH:11][C:12]=1[O:13][CH3:14])[N:9]=[CH:8][CH:7]=[C:6]2[O:15][C:16]1[C:22]([CH3:23])=[CH:21][C:19]([NH:20][C:36](=[O:35])[O:37][CH2:26][CH2:25][CH3:31])=[C:18]([CH3:24])[CH:17]=1. The yield is 0.830. (6) The reactants are [CH2:1]([O:3][C:4]1[CH:9]=[CH:8][C:7]([C:10]#[C:11][C:12]([NH2:14])=[O:13])=[CH:6][CH:5]=1)[CH3:2].[CH3:15][CH2:16][CH2:17][CH2:18][SnH:19]([CH2:24][CH2:25][CH2:26][CH3:27])[CH2:20][CH2:21][CH2:22][CH3:23]. The catalyst is C1C=CC([P]([Pd]([P](C2C=CC=CC=2)(C2C=CC=CC=2)C2C=CC=CC=2)([P](C2C=CC=CC=2)(C2C=CC=CC=2)C2C=CC=CC=2)[P](C2C=CC=CC=2)(C2C=CC=CC=2)C2C=CC=CC=2)(C2C=CC=CC=2)C2C=CC=CC=2)=CC=1. The product is [CH2:1]([O:3][C:4]1[CH:9]=[CH:8][C:7](/[CH:10]=[C:11](/[Sn:19]([CH2:20][CH2:21][CH2:22][CH3:23])([CH2:24][CH2:25][CH2:26][CH3:27])[CH2:18][CH2:17][CH2:16][CH3:15])\[C:12]([NH2:14])=[O:13])=[CH:6][CH:5]=1)[CH3:2]. The yield is 0.760. (7) The reactants are [CH2:1]([N:8](C)[CH2:9][CH2:10][C@@H:11]([OH:18])[CH2:12][N:13]1[CH2:17][CH2:16][CH2:15][CH2:14]1)C1C=CC=CC=1.[C:28](O[C:28]([O:30][C:31]([CH3:34])([CH3:33])[CH3:32])=[O:29])([O:30][C:31]([CH3:34])([CH3:33])[CH3:32])=[O:29].[H][H]. The catalyst is C(O)C.[Pd]. The product is [C:31]([O:30][C:28](=[O:29])[N:8]([CH2:9][CH2:10][C@@H:11]([OH:18])[CH2:12][N:13]1[CH2:14][CH2:15][CH2:16][CH2:17]1)[CH3:1])([CH3:32])([CH3:33])[CH3:34]. The yield is 0.630. (8) The reactants are C1(=O)O[CH2:4][CH2:3][O:2]1.[Cl:7][C:8]1[C:13]([C:14]2[NH:15][CH:16]=[C:17]([C:19]3[N:20]([CH:24]([CH3:26])[CH3:25])[N:21]=[CH:22][N:23]=3)[N:18]=2)=[CH:12][N:11]=[C:10]([O:27][CH3:28])[CH:9]=1. The catalyst is C(Cl)Cl. The product is [Cl:7][C:8]1[CH:9]=[C:10]([O:27][CH3:28])[N:11]=[CH:12][C:13]=1[C:14]1[N:15]([CH2:4][CH2:3][OH:2])[CH:16]=[C:17]([C:19]2[N:20]([CH:24]([CH3:25])[CH3:26])[N:21]=[CH:22][N:23]=2)[N:18]=1. The yield is 0.750. (9) The reactants are [C:1]([NH:4][CH:5]([CH2:9][SH:10])[C:6]([OH:8])=[O:7])(=[O:3])[CH3:2].[OH:11][C:12]1C2N=NNC=2C=CC=1.[CH2:33]1[CH2:34][CH2:35][CH:30]([N:29]=C=[N:29][CH:30]2[CH2:35][CH2:34][CH2:33][CH2:32][CH2:31]2)[CH2:31][CH2:32]1.CN(C)C=[O:39]. The catalyst is C(OCC)(=O)C. The product is [NH2:29][C:30]1[CH:31]=[CH:32][C:33]([O:7][C:6](=[O:8])[CH:5]([NH:4][C:1](=[O:3])[CH3:2])[CH2:9][SH:10])=[C:34]([CH:35]=1)[C:12]([OH:11])=[O:39]. The yield is 0.520. (10) The reactants are Br[C:2]1[C:3]([N:20]2[CH2:25][CH2:24][CH2:23][C@@H:22]([NH:26][C:27](=[O:33])[O:28][C:29]([CH3:32])([CH3:31])[CH3:30])[CH2:21]2)=[C:4]2[C:10]([NH:11][C:12](=[O:19])[C:13]3[CH:18]=[CH:17][CH:16]=[N:15][CH:14]=3)=[CH:9][NH:8][C:5]2=[N:6][CH:7]=1.[Li]C.C([Li])CCC.[CH3:41][S:42]SC. The catalyst is C1COCC1. The product is [CH3:41][S:42][C:2]1[C:3]([N:20]2[CH2:25][CH2:24][CH2:23][C@@H:22]([NH:26][C:27](=[O:33])[O:28][C:29]([CH3:32])([CH3:31])[CH3:30])[CH2:21]2)=[C:4]2[C:10]([NH:11][C:12](=[O:19])[C:13]3[CH:18]=[CH:17][CH:16]=[N:15][CH:14]=3)=[CH:9][NH:8][C:5]2=[N:6][CH:7]=1. The yield is 0.500.